From a dataset of Drug-target binding data from BindingDB using Ki measurements. Regression. Given a target protein amino acid sequence and a drug SMILES string, predict the binding affinity score between them. We predict pKi (pKi = -log10(Ki in M); higher means stronger inhibition). Dataset: bindingdb_ki. (1) The compound is CCC(C)C[C@H](NC(=O)[C@H](CC(N)=O)NC(=O)[C@@H](NC(=O)[C@H](Cc1ccc(O)cc1)NC(=O)[C@H](Cc1cnc[nH]1)NC(C)=O)[C@@H](C)CC)C(=O)N[C@H](C(=O)N[C@H](C(=O)N[C@@H](CCCN=C(N)N)C(=O)N[C@@H](CCC(N)=O)C(=O)N[C@@H](CCCN=C(N)N)C(=O)N[C@@H](Cc1ccc(O)cc1)C(N)=O)[C@@H](C)O)C(C)C. The target protein sequence is MGPLGAEADENQTVEVKVELYGSGPTTPRGELPPDPEPELIDSTKLVEVQVVLILAYCSIILLGVVGNSLVIHVVIKFKSMRTVTNFFIANLAVADLLVNTLCLPFTLTYTLMGEWKMGPVLCHLVPYAQGLAVQVSTITLTVIALDRHRCIVYHLESKISKQISFLIIGLAWGVSALLASPLAIFREYSLIEIIPDFEIVACTEKWPGEEKSVYGTVYSLSTLLILYVLPLGIISFSYTRIWSKLKNHVSPGAASDHYHQRRHKTTKMLVCVVVVFAVSWLPLHAFQLAVDIDSHVLDLKEYKLIFTVFHIIAMCSTFANPLLYGWMNSNYRKAFLSAFRCEQRLDAIHSEVSMTFKAKKNLEVKKNNGLTDSFSEATNV. The pKi is 9.5. (2) The compound is CCCN(CCC)[C@H]1C[C@@H]1c1ccccc1O. The target protein (P35364) has sequence MDLPINLTSFSLSTPSTLEPNRSLDTEALRTSQSFLSAFRVLVLTLLGFLAAATFTWNLLVLATILRVRTFHRVPHNLVASMAISDVLVAVLVMPLSLVHELSGRRWQLGRRLCQLWIACDVLCCTASIWNVTAIALDRYWSITRHLEYTLRARKRVSNVMILLTWALSAVISLAPLLFGWGETYSELSEECQVSREPSYTVFSTVGAFYLPLCVVLFVYWKIYKAAKFRMGSRKTNSVSPIPEAVEVKDASQHPQMVFTVRHATVTFQTEGDTWREQKEQRAALMVGILIGVFVLCWFPFFVTELISPLCSWDIPALWKSIFLWLGYSNSFFNPLIYTAFNRSYSSAFKVFFSKQQ. The pKi is 8.3. (3) The small molecule is N#Cc1cccnc1. The target protein sequence is MTKALISIDYTEDFVADSGKLTAGAPAQAISDAISKVTRLAFERGDYIFFTIDAHEENDCFHPESKLFPPHNLIGTSGRNLYGDLGIFYQEHGSDSRVFWMDKRHYSAFSGTDLDIRLRERRVSTVILTGVLTDICVLHTAIDAYNLGYDIEIVKPAVASIWPENHQFALGHFKNTLGAKLVDENLNELSE. The pKi is 3.3. (4) The drug is c1ccc(COc2cccc(-c3nn[n-]n3)c2)cc1. The target protein (P28585) has sequence MVKKSLRQFTLMATATVTLLLGSVPLYAQTADVQQKLAELERQSGGRLGVALINTADNSQILYRADERFAMCSTSKVMAVAAVLKKSESEPNLLNQRVEIKKSDLVNYNPIAEKHVDGTMSLAELSAAALQYSDNVAMNKLISHVGGPASVTAFARQLGDETFRLDRTEPTLNTAIPGDPRDTTSPRAMAQTLRNLTLGKALGDSQRAQLVTWMKGNTTGAASIQAGLPASWVVGDKTGSGDYGTTNDIAVIWPKDRAPLILVTYFTQPQPKAESRRDVLASAAKIVTNGL. The pKi is 3.0. (5) The drug is CC(C)OC(=O)N[C@@H](CCCCN)C(=O)c1noc(Cc2ccc(OCCc3ccc(Cl)c(Cl)c3)cc2)n1. The target protein (Q15661,P20231) has sequence MLNLLLLALPVLASRAYAAPAPGQALQRVGIVGGQEAPRSKWPWQVSLRVHGPYWMHFCGGSLIHPQWVLTAAHCVGPDVKDLAALRVQLREQHLYYQDQLLPVSRIIVHPQFYTAQIGADIALLELEEPVNVSSHVHTVTLPPASETFPPGMPCWVTGWGDVDNDERLPPPFPLKQVKVPIMENHICDAKYHLGAYTGDDVRIVRDDMLCAGNTRRDSCQGDSGGPLVCKVNGTWLQAGVVSWGEGCAQPNRPGIYTRVTYYLDWIHHYVPKKP. The pKi is 8.3.